From a dataset of Forward reaction prediction with 1.9M reactions from USPTO patents (1976-2016). Predict the product of the given reaction. (1) Given the reactants [CH:1]1([C:4]2[C:5]([CH3:15])=[CH:6][C:7]([CH3:14])=[C:8]([CH2:10][C:11](O)=[O:12])[CH:9]=2)[CH2:3][CH2:2]1.C(Cl)(=O)C([Cl:19])=O.CN(C)C=O, predict the reaction product. The product is: [CH:1]1([C:4]2[C:5]([CH3:15])=[CH:6][C:7]([CH3:14])=[C:8]([CH2:10][C:11]([Cl:19])=[O:12])[CH:9]=2)[CH2:3][CH2:2]1. (2) Given the reactants CCN(CC)CC.[Al+3].[Cl-].[Cl-].[Cl-].[C:12]1([N:18]2[CH2:23][CH2:22][NH:21][CH2:20][CH2:19]2)[CH:17]=[CH:16][CH:15]=[CH:14][CH:13]=1.[C:24]1(=[O:30])[O:29][CH2:28][CH2:27][CH2:26][CH2:25]1, predict the reaction product. The product is: [OH:30][CH2:24][CH2:25][CH2:26][CH2:27][C:28]([N:21]1[CH2:22][CH2:23][N:18]([C:12]2[CH:17]=[CH:16][CH:15]=[CH:14][CH:13]=2)[CH2:19][CH2:20]1)=[O:29]. (3) Given the reactants ClC(OC(Cl)C)=O.C([N:15]1[CH2:20][CH2:19][C:18]([C:27]2[N:32]=[C:31]([Cl:33])[N:30]=[C:29]([N:34]3[CH2:39][CH2:38][O:37][CH2:36][C@H:35]3[CH3:40])[CH:28]=2)([S:21]([CH:24]([CH3:26])[CH3:25])(=[O:23])=[O:22])[CH2:17][CH2:16]1)C1C=CC=CC=1.[C:49](O[C:49]([O:51][C:52]([CH3:55])([CH3:54])[CH3:53])=[O:50])([O:51][C:52]([CH3:55])([CH3:54])[CH3:53])=[O:50].C(N(C(C)C)C(C)C)C, predict the reaction product. The product is: [Cl:33][C:31]1[N:32]=[C:27]([C:18]2([S:21]([CH:24]([CH3:26])[CH3:25])(=[O:23])=[O:22])[CH2:19][CH2:20][N:15]([C:49]([O:51][C:52]([CH3:53])([CH3:54])[CH3:55])=[O:50])[CH2:16][CH2:17]2)[CH:28]=[C:29]([N:34]2[CH2:39][CH2:38][O:37][CH2:36][C@H:35]2[CH3:40])[N:30]=1. (4) Given the reactants Cl[C:2]1[N:7]=[C:6]([C:8]2[CH:9]=[C:10]([CH:21]=[CH:22][CH:23]=2)[CH2:11][NH:12][CH2:13][CH2:14][C:15]2[CH:16]=[N:17][CH:18]=[CH:19][CH:20]=2)[CH:5]=[CH:4][N:3]=1.[NH2:24][CH2:25][CH2:26][C:27]1[CH:32]=[CH:31][C:30]([OH:33])=[C:29]([Cl:34])[CH:28]=1, predict the reaction product. The product is: [Cl:34][C:29]1[CH:28]=[C:27]([CH2:26][CH2:25][NH:24][C:2]2[N:7]=[C:6]([C:8]3[CH:23]=[CH:22][CH:21]=[C:10]([CH2:11][NH:12][CH2:13][CH2:14][C:15]4[CH:16]=[N:17][CH:18]=[CH:19][CH:20]=4)[CH:9]=3)[CH:5]=[CH:4][N:3]=2)[CH:32]=[CH:31][C:30]=1[OH:33]. (5) Given the reactants CC1C=CC(S(O[CH2:12][CH:13]2[CH2:17][C:16]3[CH:18]=[CH:19][CH:20]=[C:21]([C:22]4[C:27]([Cl:28])=[CH:26][C:25]([Cl:29])=[CH:24][C:23]=4[Cl:30])[C:15]=3[O:14]2)(=O)=O)=CC=1.[N-:31]=[N+:32]=[N-:33].[Na+], predict the reaction product. The product is: [N:31]([CH2:12][CH:13]1[CH2:17][C:16]2[CH:18]=[CH:19][CH:20]=[C:21]([C:22]3[C:27]([Cl:28])=[CH:26][C:25]([Cl:29])=[CH:24][C:23]=3[Cl:30])[C:15]=2[O:14]1)=[N+:32]=[N-:33]. (6) Given the reactants [Cl:1][C:2]1[CH:7]=[C:6]([NH:8][C:9]2[CH:14]=[CH:13][C:12]([F:15])=[CH:11][CH:10]=2)[N:5]2[N:16]=[CH:17][CH:18]=[C:4]2[N:3]=1.[C:19](O[C:19]([O:21][C:22]([CH3:25])([CH3:24])[CH3:23])=[O:20])([O:21][C:22]([CH3:25])([CH3:24])[CH3:23])=[O:20].C(N(CC)CC)C, predict the reaction product. The product is: [Cl:1][C:2]1[CH:7]=[C:6]([N:8]([C:9]2[CH:14]=[CH:13][C:12]([F:15])=[CH:11][CH:10]=2)[C:19]([O:21][C:22]([CH3:25])([CH3:24])[CH3:23])=[O:20])[N:5]2[N:16]=[CH:17][CH:18]=[C:4]2[N:3]=1.